This data is from Aqueous solubility values for 9,982 compounds from the AqSolDB database. The task is: Regression/Classification. Given a drug SMILES string, predict its absorption, distribution, metabolism, or excretion properties. Task type varies by dataset: regression for continuous measurements (e.g., permeability, clearance, half-life) or binary classification for categorical outcomes (e.g., BBB penetration, CYP inhibition). For this dataset (solubility_aqsoldb), we predict Y. (1) The molecule is CC1=C(CC(=O)O)c2cc(F)ccc2/C1=C/c1ccc(S(C)=O)cc1. The Y is -4.50 log mol/L. (2) The drug is Clc1ccc(-c2cc(Cl)c(Cl)cc2Cl)cc1Cl. The Y is -7.39 log mol/L.